This data is from Full USPTO retrosynthesis dataset with 1.9M reactions from patents (1976-2016). The task is: Predict the reactants needed to synthesize the given product. (1) Given the product [ClH:1].[Cl:1][C:2]1[CH:7]=[CH:6][C:5]([C:8]([CH3:21])([CH3:20])[C:9]([NH:11][NH2:12])=[O:10])=[CH:4][C:3]=1[O:22][CH3:23], predict the reactants needed to synthesize it. The reactants are: [Cl:1][C:2]1[CH:7]=[CH:6][C:5]([C:8]([CH3:21])([CH3:20])[C:9]([NH:11][NH:12]C(OC(C)(C)C)=O)=[O:10])=[CH:4][C:3]=1[O:22][CH3:23].Cl. (2) Given the product [CH3:17][S:16][C:11]1[C:10]2[CH:9]=[C:4]([C:5]([O:7][CH3:8])=[O:6])[NH:1][C:15]=2[CH:14]=[CH:13][N:12]=1, predict the reactants needed to synthesize it. The reactants are: [N:1](/[C:4](=[CH:9]\[C:10]1[C:11]([S:16][CH3:17])=[N:12][CH:13]=[CH:14][CH:15]=1)/[C:5]([O:7][CH3:8])=[O:6])=[N+]=[N-]. (3) Given the product [NH2:1][C:4]1[CH:5]=[N:6][N:7]([CH2:27][O:28][CH2:29][CH2:30][Si:31]([CH3:33])([CH3:34])[CH3:32])[C:8]=1[C:9]1[CH:10]=[C:11]([C@@H:15]([NH:19][C:20](=[O:26])[O:21][C:22]([CH3:23])([CH3:24])[CH3:25])[CH2:16][CH:17]=[CH2:18])[CH:12]=[CH:13][CH:14]=1, predict the reactants needed to synthesize it. The reactants are: [N+:1]([C:4]1[CH:5]=[N:6][N:7]([CH2:27][O:28][CH2:29][CH2:30][Si:31]([CH3:34])([CH3:33])[CH3:32])[C:8]=1[C:9]1[CH:10]=[C:11]([C@@H:15]([NH:19][C:20](=[O:26])[O:21][C:22]([CH3:25])([CH3:24])[CH3:23])[CH2:16][CH:17]=[CH2:18])[CH:12]=[CH:13][CH:14]=1)([O-])=O.[NH4+].[Cl-]. (4) Given the product [Cl:8][C:6]1[N:5]=[CH:4][N:3]=[C:2]([N:17]2[C:18](=[O:24])[C:19]([O:22][CH3:23])=[C:20]([CH3:21])[CH:16]2[OH:15])[CH:7]=1, predict the reactants needed to synthesize it. The reactants are: Cl[C:2]1[CH:7]=[C:6]([Cl:8])[N:5]=[CH:4][N:3]=1.C(=O)([O-])[O-].[Cs+].[Cs+].[OH:15][CH:16]1[C:20]([CH3:21])=[C:19]([O:22][CH3:23])[C:18](=[O:24])[NH:17]1.CC1(C)C2C(=C(P(C3C=CC=CC=3)C3C=CC=CC=3)C=CC=2)OC2C(P(C3C=CC=CC=3)C3C=CC=CC=3)=CC=CC1=2. (5) Given the product [CH3:13][C@@H:5]1[CH2:4][O:3][S:1](=[O:14])(=[O:15])[NH:2][C@H:6]1[C:7]1[CH:8]=[CH:9][CH:10]=[CH:11][CH:12]=1, predict the reactants needed to synthesize it. The reactants are: [S:1](=[O:15])(=[O:14])([O:3][CH2:4][CH:5]([CH3:13])[CH2:6][C:7]1[CH:12]=[CH:11][CH:10]=[CH:9][CH:8]=1)[NH2:2].C1C=CC=CC=1.CC#N. (6) Given the product [C:1]([O:4][CH2:5][C:6]1[C:11]([N:12]2[CH2:24][CH2:23][N:15]3[C:16]4[CH2:17][CH2:18][CH2:19][CH2:20][C:21]=4[CH:22]=[C:14]3[C:13]2=[O:25])=[CH:10][C:9]([F:26])=[CH:8][C:7]=1[C:37]1[CH:38]=[C:39]([NH:45][C:46]2[N:47]=[N:48][C:49]([N:52]3[CH2:57][CH2:56][N:55]([CH:58]4[CH2:61][O:60][CH2:59]4)[CH2:54][CH2:53]3)=[CH:50][CH:51]=2)[C:40](=[O:44])[N:41]([CH3:43])[CH:42]=1)(=[O:3])[CH3:2], predict the reactants needed to synthesize it. The reactants are: [C:1]([O:4][CH2:5][C:6]1[C:11]([N:12]2[CH2:24][CH2:23][N:15]3[C:16]4[CH2:17][CH2:18][CH2:19][CH2:20][C:21]=4[CH:22]=[C:14]3[C:13]2=[O:25])=[CH:10][C:9]([F:26])=[CH:8][C:7]=1B1OC(C)(C)C(C)(C)O1)(=[O:3])[CH3:2].Br[C:37]1[CH:38]=[C:39]([NH:45][C:46]2[N:47]=[N:48][C:49]([N:52]3[CH2:57][CH2:56][N:55]([CH:58]4[CH2:61][O:60][CH2:59]4)[CH2:54][CH2:53]3)=[CH:50][CH:51]=2)[C:40](=[O:44])[N:41]([CH3:43])[CH:42]=1. (7) Given the product [CH2:1]([O:3][C:4](=[O:21])[CH:5]([O:18][CH2:19][CH3:20])[CH2:6][C:7]1[CH:12]=[C:11]([O:13][CH2:14][CH3:15])[C:10]([O:16][CH2:23][C:24]2[N:25]=[C:26]([C:29]3[CH:34]=[CH:33][C:32]([CH:35]([CH3:37])[CH3:36])=[CH:31][CH:30]=3)[S:27][CH:28]=2)=[CH:9][C:8]=1[F:17])[CH3:2], predict the reactants needed to synthesize it. The reactants are: [CH2:1]([O:3][C:4](=[O:21])[CH:5]([O:18][CH2:19][CH3:20])[CH2:6][C:7]1[CH:12]=[C:11]([O:13][CH2:14][CH3:15])[C:10]([OH:16])=[CH:9][C:8]=1[F:17])[CH3:2].Cl[CH2:23][C:24]1[N:25]=[C:26]([C:29]2[CH:34]=[CH:33][C:32]([CH:35]([CH3:37])[CH3:36])=[CH:31][CH:30]=2)[S:27][CH:28]=1.C(C1C=CC(C(N)=S)=CC=1)(C)C.ClCC(CCl)=O.C(=O)([O-])[O-].[Cs+].[Cs+]. (8) Given the product [Br:2][C:3]1[CH:9]=[C:8]([I:17])[C:6]([NH2:7])=[C:5]([CH3:10])[C:4]=1[Cl:11], predict the reactants needed to synthesize it. The reactants are: Cl.[Br:2][C:3]1[CH:9]=[CH:8][C:6]([NH2:7])=[C:5]([CH3:10])[C:4]=1[Cl:11].C([O-])(=O)C.[Na+].[I:17]N1C(=O)CCC1=O.C(=O)([O-])[O-].[K+].[K+].